Task: Predict the reactants needed to synthesize the given product.. Dataset: Full USPTO retrosynthesis dataset with 1.9M reactions from patents (1976-2016) (1) Given the product [CH3:12][C:13]1[N:14]=[CH:15][N:16]([C:2]2[CH:3]=[C:4]([CH:9]=[CH:10][N:11]=2)[C:5]([O:7][CH3:8])=[O:6])[CH:17]=1, predict the reactants needed to synthesize it. The reactants are: Br[C:2]1[CH:3]=[C:4]([CH:9]=[CH:10][N:11]=1)[C:5]([O:7][CH3:8])=[O:6].[CH3:12][C:13]1[N:14]=[CH:15][NH:16][CH:17]=1.C([O-])([O-])=O.[Cs+].[Cs+]. (2) The reactants are: [C:1]([O:5][C:6]([NH:8][C@@H:9]([CH2:14][CH:15]=O)[C:10]([O:12][CH3:13])=[O:11])=[O:7])([CH3:4])([CH3:3])[CH3:2].Cl[C:18]([F:23])([F:22])C([O-])=O.[Na+].C1(P(C2C=CC=CC=2)C2C=CC=CC=2)C=CC=CC=1. Given the product [C:1]([O:5][C:6]([NH:8][C@@H:9]([CH2:14][CH:15]=[C:18]([F:23])[F:22])[C:10]([O:12][CH3:13])=[O:11])=[O:7])([CH3:2])([CH3:3])[CH3:4], predict the reactants needed to synthesize it.